Dataset: Full USPTO retrosynthesis dataset with 1.9M reactions from patents (1976-2016). Task: Predict the reactants needed to synthesize the given product. Given the product [O:19]1[C:23]2([CH2:24][CH2:25][CH:26]([C:29]3[N:30]=[CH:31][C:32]([C:33](=[O:34])[CH2:2][C:1]([O:4][C:5]([CH3:8])([CH3:7])[CH3:6])=[O:3])=[CH:37][CH:38]=3)[CH2:27][CH2:28]2)[O:22][CH2:21][CH2:20]1, predict the reactants needed to synthesize it. The reactants are: [C:1]([O:4][C:5]([CH3:8])([CH3:7])[CH3:6])(=[O:3])[CH3:2].C[Si](C)(C)[N-][Si](C)(C)C.[Li+].[O:19]1[C:23]2([CH2:28][CH2:27][CH:26]([C:29]3[CH:38]=[CH:37][C:32]([C:33](OC)=[O:34])=[CH:31][N:30]=3)[CH2:25][CH2:24]2)[O:22][CH2:21][CH2:20]1.